Dataset: Retrosynthesis with 50K atom-mapped reactions and 10 reaction types from USPTO. Task: Predict the reactants needed to synthesize the given product. (1) Given the product O=C(Nc1ccc(CC(F)(F)F)cc1)c1cccc(-c2cncnc2)c1, predict the reactants needed to synthesize it. The reactants are: Nc1ccc(CC(F)(F)F)cc1.O=C(O)c1cccc(-c2cncnc2)c1. (2) The reactants are: COC(=O)C(CN1C(=O)c2cccc(O)c2C1=O)C1(C)OCCO1. Given the product COC(=O)C(CN1C(=O)c2cccc(O)c2C1=O)C(C)=O, predict the reactants needed to synthesize it. (3) Given the product CC(=O)Nc1nc(C)c(-c2cc(C)nc(N(C)CCN(C)C)n2)s1, predict the reactants needed to synthesize it. The reactants are: CC(=O)OC(C)=O.Cc1cc(-c2sc(N)nc2C)nc(N(C)CCN(C)C)n1. (4) Given the product Cc1cc(-c2cc(CN3CCN(C(=O)OC(C)(C)C)CC3)c(=O)n(Cc3c(Cl)cccc3Cl)n2)ccc1F, predict the reactants needed to synthesize it. The reactants are: CC(C)(C)OC(=O)N1CCNCC1.Cc1cc(-c2cc(COS(C)(=O)=O)c(=O)n(Cc3c(Cl)cccc3Cl)n2)ccc1F. (5) The reactants are: CCOC(=O)CC(c1cccc(CO)c1)C1CC1.COc1ccc(F)c(-c2ccc(O)c(C(CC(C)(C)C)OC)c2)c1. Given the product CCOC(=O)CC(c1cccc(COc2ccc(-c3cc(OC)ccc3F)cc2C(CC(C)(C)C)OC)c1)C1CC1, predict the reactants needed to synthesize it.